Dataset: Peptide-MHC class I binding affinity with 185,985 pairs from IEDB/IMGT. Task: Regression. Given a peptide amino acid sequence and an MHC pseudo amino acid sequence, predict their binding affinity value. This is MHC class I binding data. (1) The peptide sequence is LAAEWVLAY. The MHC is HLA-A29:02 with pseudo-sequence HLA-A29:02. The binding affinity (normalized) is 1.00. (2) The peptide sequence is KYYNDILKL. The MHC is HLA-B39:01 with pseudo-sequence HLA-B39:01. The binding affinity (normalized) is 0.0847.